Dataset: Forward reaction prediction with 1.9M reactions from USPTO patents (1976-2016). Task: Predict the product of the given reaction. (1) The product is: [C:23]([C:20]1[CH:19]=[CH:18][C:17]([CH2:16][C:15]([NH:14][CH:11]2[CH2:12][CH2:13][NH:8][CH2:9][CH2:10]2)=[O:25])=[CH:22][CH:21]=1)#[N:24]. Given the reactants C(OC([N:8]1[CH2:13][CH2:12][CH:11]([NH:14][C:15](=[O:25])[CH2:16][C:17]2[CH:22]=[CH:21][C:20]([C:23]#[N:24])=[CH:19][CH:18]=2)[CH2:10][CH2:9]1)=O)(C)(C)C.Cl.O1CCOCC1, predict the reaction product. (2) Given the reactants Br[C:2]1[C:3]([N:10]([CH2:17][CH:18]2[CH2:22][O:21][C:20](=[O:23])[O:19]2)[C:11](=[O:16])[C:12]([CH3:15])([CH3:14])[CH3:13])=[N:4][C:5]([O:8][CH3:9])=[CH:6][CH:7]=1.[C:24]([O:28][CH2:29][CH2:30][CH2:31][CH3:32])(=[O:27])[CH:25]=[CH2:26].O, predict the reaction product. The product is: [CH3:13][C:12]([CH3:15])([CH3:14])[C:11]([N:10]([CH2:17][CH:18]1[CH2:22][O:21][C:20](=[O:23])[O:19]1)[C:3]1[C:2](/[CH:26]=[CH:25]/[C:24]([O:28][CH2:29][CH2:30][CH2:31][CH3:32])=[O:27])=[CH:7][CH:6]=[C:5]([O:8][CH3:9])[N:4]=1)=[O:16]. (3) Given the reactants [C:1]([O:5][C:6]([N:8]1[CH2:13][CH2:12][CH:11]([C:14]([O:16]CC=C)=[O:15])[CH2:10][CH2:9]1)=[O:7])([CH3:4])([CH3:3])[CH3:2].C[Si]([N-][Si](C)(C)C)(C)C.[Li+].O1C[CH2:33][CH2:32][CH2:31]1.Cl[Si](C)(C)C.CCOCC, predict the reaction product. The product is: [C:1]([O:5][C:6]([N:8]1[CH2:9][CH2:10][C:11]([CH2:33][CH:32]=[CH2:31])([C:14]([OH:16])=[O:15])[CH2:12][CH2:13]1)=[O:7])([CH3:2])([CH3:3])[CH3:4]. (4) Given the reactants CCN=C=NCCCN(C)C.C1C=CC2N(O)N=NC=2C=1.[CH:22]1([CH2:26][O:27][NH2:28])[CH2:25][CH2:24][CH2:23]1.[Br:29][C:30]1[CH:35]=[CH:34][C:33]([NH:36][C:37]2[C:45]([C:46](O)=[O:47])=[C:44]3[N:40]([CH2:41][CH:42]4[O:51][C:50]([CH3:53])([CH3:52])[O:49][CH:43]43)[C:39](=[O:54])[CH:38]=2)=[C:32]([F:55])[CH:31]=1, predict the reaction product. The product is: [CH:22]1([CH2:26][O:27][NH:28][C:46]([C:45]2[C:37]([NH:36][C:33]3[CH:34]=[CH:35][C:30]([Br:29])=[CH:31][C:32]=3[F:55])=[CH:38][C:39](=[O:54])[N:40]3[C:44]=2[CH:43]2[O:49][C:50]([CH3:53])([CH3:52])[O:51][CH:42]2[CH2:41]3)=[O:47])[CH2:25][CH2:24][CH2:23]1. (5) Given the reactants F[C:2](F)(F)[C:3]([OH:5])=O.FC(F)(F)C(O)=O.[NH2:15][C:16]1[N:21]=[CH:20][N:19]=[C:18]2[N:22]([CH:26]([C:28]3[C:29](OCC)=[C:30]([CH:37]4[CH2:40][N:39]([C:41]([CH3:46])([CH3:45])[C:42]([OH:44])=O)[CH2:38]4)[C:31]([C:35]#[N:36])=[C:32]([Cl:34])[CH:33]=3)[CH3:27])[N:23]=[C:24]([CH3:25])[C:17]=12.N.C(O)C.C([N:56](CC)CC)C.F[P-](F)(F)(F)(F)F.N1(O[P+](N(C)C)(N(C)C)N(C)C)C2C=CC=CC=2N=N1, predict the reaction product. The product is: [NH2:15][C:16]1[N:21]=[CH:20][N:19]=[C:18]2[N:22]([CH:26]([C:28]3[C:29]([O:5][CH2:3][CH3:2])=[C:30]([CH:37]4[CH2:38][N:39]([C:41]([CH3:45])([CH3:46])[C:42]([NH2:56])=[O:44])[CH2:40]4)[C:31]([C:35]#[N:36])=[C:32]([Cl:34])[CH:33]=3)[CH3:27])[N:23]=[C:24]([CH3:25])[C:17]=12. (6) Given the reactants Cl[C:2]1[N:3]=[CH:4][C:5]2[CH:11]=[CH:10][C:9]([C:12]3[CH:13]=[N:14][N:15]([CH3:17])[CH:16]=3)=[N:8][C:6]=2[N:7]=1.[CH3:18][N:19]1[C:23]([C:24]2[CH:30]=[CH:29][C:27]([NH2:28])=[C:26]([O:31][CH3:32])[CH:25]=2)=[CH:22][N:21]=[C:20]1[CH3:33].C([O-])([O-])=O.[K+].[K+], predict the reaction product. The product is: [CH3:18][N:19]1[C:23]([C:24]2[CH:30]=[CH:29][C:27]([NH:28][C:2]3[N:3]=[CH:4][C:5]4[CH:11]=[CH:10][C:9]([C:12]5[CH:13]=[N:14][N:15]([CH3:17])[CH:16]=5)=[N:8][C:6]=4[N:7]=3)=[C:26]([O:31][CH3:32])[CH:25]=2)=[CH:22][N:21]=[C:20]1[CH3:33]. (7) Given the reactants C[O:2][C:3](=[O:35])[CH2:4][O:5][C:6]1[C:15]([CH3:16])=[CH:14][C:13]([S:17][CH2:18][C:19]2[CH:24]=[CH:23][C:22]([C:25]3[CH:30]=[CH:29][C:28]([C:31]([F:34])([F:33])[F:32])=[CH:27][N:26]=3)=[CH:21][CH:20]=2)=[C:12]2[C:7]=1[CH2:8][CH2:9][CH2:10][O:11]2.[K+].[Br-], predict the reaction product. The product is: [CH3:16][C:15]1[C:6]([O:5][CH2:4][C:3]([OH:35])=[O:2])=[C:7]2[C:12](=[C:13]([S:17][CH2:18][C:19]3[CH:20]=[CH:21][C:22]([C:25]4[CH:30]=[CH:29][C:28]([C:31]([F:34])([F:32])[F:33])=[CH:27][N:26]=4)=[CH:23][CH:24]=3)[CH:14]=1)[O:11][CH2:10][CH2:9][CH2:8]2.